Predict the reaction yield, written as a fraction of the theoretical maximum amount of product (1.0 means a 100% yield; for example, 0.34 means a 34% yield). From a dataset of Reaction yield outcomes from USPTO patents with 853,638 reactions. (1) The product is [CH3:1][O:2][C:3](=[O:15])[CH:4]([O:25][CH:19]1[CH2:24][CH2:23][CH2:22][CH:21]=[CH:20]1)[C:5]1[CH:10]=[CH:9][C:8]([Cl:11])=[C:7]([Cl:12])[CH:6]=1. The catalyst is CC(O)=O.CC(O)=O.CC(O)=O.CC(O)=O.[Rh].[Rh].O. The yield is 0.780. The reactants are [CH3:1][O:2][C:3](=[O:15])[C:4](=[N+]=[N-])[C:5]1[CH:10]=[CH:9][C:8]([Cl:11])=[C:7]([Cl:12])[CH:6]=1.ClCCl.[CH:19]1([OH:25])[CH2:24][CH2:23][CH2:22][CH:21]=[CH:20]1. (2) The reactants are [CH3:1][C@@:2]12[CH2:16][C@@H:3]1[CH2:4][CH:5]1[CH:9]([CH2:10]2)[NH:8][N:7]=[C:6]1[C:11]([O:13]CC)=[O:12].[OH-].[Na+]. No catalyst specified. The product is [CH3:1][C@@:2]12[CH2:16][C@@H:3]1[CH2:4][CH:5]1[CH:9]([CH2:10]2)[NH:8][N:7]=[C:6]1[C:11]([OH:13])=[O:12]. The yield is 0.830. (3) The reactants are [CH3:1][C:2]1[CH:3]=[C:4]([CH:7]=[CH:8][C:9]=1[O:10][CH2:11][CH2:12][CH2:13][N:14]1[CH2:19][CH2:18][N:17]([CH3:20])[CH2:16][CH2:15]1)[CH:5]=O.[CH3:21][C:22]1[C:27]([CH3:28])=[CH:26][CH:25]=[C:24]([NH2:29])[C:23]=1[NH2:30]. No catalyst specified. The product is [CH3:21][C:22]1[C:23]2[N:30]=[C:5]([C:4]3[CH:7]=[CH:8][C:9]([O:10][CH2:11][CH2:12][CH2:13][N:14]4[CH2:19][CH2:18][N:17]([CH3:20])[CH2:16][CH2:15]4)=[C:2]([CH3:1])[CH:3]=3)[NH:29][C:24]=2[CH:25]=[CH:26][C:27]=1[CH3:28]. The yield is 0.750. (4) The reactants are O1C2(C[CH2:9][CH:8]([N:11]3[C:16](=[O:17])[C:15]([CH2:18][C:19]4[CH:24]=[CH:23][C:22]([C:25]5[C:26]([C:32]#[N:33])=[CH:27][C:28]([F:31])=[CH:29][CH:30]=5)=[CH:21][CH:20]=4)=[C:14]([CH2:34][CH2:35][CH3:36])[N:13]4[N:37]=[C:38]([CH3:40])[N:39]=[C:12]34)[CH2:7][CH2:6]2)OCC1.Cl.O1CC[CH2:44][CH2:43]1.[C:47]([O:50][CH2:51][CH3:52])(=[O:49])[CH3:48]. No catalyst specified. The product is [CH3:52][CH:51]1[CH:43]([CH3:44])[O:49][C:47]2([CH2:6][CH2:7][CH:8]([N:11]3[C:16](=[O:17])[C:15]([CH2:18][C:19]4[CH:20]=[CH:21][C:22]([C:25]5[C:26]([C:32]#[N:33])=[CH:27][C:28]([F:31])=[CH:29][CH:30]=5)=[CH:23][CH:24]=4)=[C:14]([CH2:34][CH2:35][CH3:36])[N:13]4[N:37]=[C:38]([CH3:40])[N:39]=[C:12]34)[CH2:9][CH2:48]2)[O:50]1. The yield is 1.00. (5) The reactants are ClCCl.[NH2:4][C:5]1[CH:13]=[C:12]([F:14])[CH:11]=[CH:10][C:6]=1[C:7]([OH:9])=[O:8].C(=O)([O-])O.[Na+].[I:20](Cl)(=O)=O.I(Cl)(=O)=O.C([N+](C)(C)C)C1C=CC=CC=1. The catalyst is CO. The product is [NH2:4][C:5]1[CH:13]=[C:12]([F:14])[C:11]([I:20])=[CH:10][C:6]=1[C:7]([OH:9])=[O:8]. The yield is 0.770. (6) The reactants are Cl[C:2]1[CH:7]=[CH:6][C:5]([Cl:8])=[CH:4][C:3]=1[N+:9]([O-])=O.[NH:12]1[CH2:17][CH2:16][CH:15]([CH2:18][CH2:19][OH:20])[CH2:14][CH2:13]1.Cl.[Cl:22][C:23]1[CH:24]=[C:25]([CH:29]=[CH:30][CH:31]=1)[C:26](Cl)=[O:27]. The catalyst is CN(C)C=O.O.C(O)C.[Pd].C(#N)C. The product is [Cl:22][C:23]1[CH:24]=[C:25]([CH:29]=[CH:30][CH:31]=1)[C:26]([NH:9][C:3]1[CH:4]=[C:5]([Cl:8])[CH:6]=[CH:7][C:2]=1[N:12]1[CH2:17][CH2:16][CH:15]([CH2:18][CH2:19][OH:20])[CH2:14][CH2:13]1)=[O:27]. The yield is 0.390.